This data is from Full USPTO retrosynthesis dataset with 1.9M reactions from patents (1976-2016). The task is: Predict the reactants needed to synthesize the given product. (1) Given the product [Cl:5][C:6]1[CH:7]=[C:8]([CH2:13][CH2:14][OH:15])[CH:9]=[CH:10][C:11]=1[OH:12], predict the reactants needed to synthesize it. The reactants are: B.CSC.[Cl:5][C:6]1[CH:7]=[C:8]([CH2:13][C:14](O)=[O:15])[CH:9]=[CH:10][C:11]=1[OH:12]. (2) Given the product [CH3:1][O:2][C:3](=[O:29])[CH2:4][C@H:5]1[C:9]2[CH:10]=[CH:11][C:12]([O:14][C@H:15]3[C:23]4[C:18](=[C:19]([CH2:36][N:30]5[CH2:35][CH2:34][O:33][CH2:32][CH2:31]5)[C:20]([C:24]([F:27])([F:26])[F:25])=[CH:21][CH:22]=4)[CH2:17][CH2:16]3)=[CH:13][C:8]=2[O:7][CH2:6]1, predict the reactants needed to synthesize it. The reactants are: [CH3:1][O:2][C:3](=[O:29])[CH2:4][C@H:5]1[C:9]2[CH:10]=[CH:11][C:12]([O:14][C@H:15]3[C:23]4[C:18](=[C:19](Br)[C:20]([C:24]([F:27])([F:26])[F:25])=[CH:21][CH:22]=4)[CH2:17][CH2:16]3)=[CH:13][C:8]=2[O:7][CH2:6]1.[N:30]1([CH2:36][B-](F)(F)F)[CH2:35][CH2:34][O:33][CH2:32][CH2:31]1.[K+].